From a dataset of Reaction yield outcomes from USPTO patents with 853,638 reactions. Predict the reaction yield, written as a fraction of the theoretical maximum amount of product (1.0 means a 100% yield; for example, 0.34 means a 34% yield). (1) The reactants are [NH:1]1[C:9]2[C:4](=[CH:5][CH:6]=[CH:7][CH:8]=2)[C:3]2([C:21]3[C:12](=[CH:13][C:14]4[O:19][CH2:18][CH2:17][O:16][C:15]=4[CH:20]=3)[O:11][CH2:10]2)[C:2]1=[O:22].Br[CH2:24][C:25]1[N:35]=[CH:34][CH:33]=[CH:32][C:26]=1[C:27]([O:29][CH2:30][CH3:31])=[O:28].C(=O)([O-])[O-].[Cs+].[Cs+].[I-].[K+]. The catalyst is CN(C)C=O. The product is [O:22]=[C:2]1[C:3]2([C:21]3[C:12](=[CH:13][C:14]4[O:19][CH2:18][CH2:17][O:16][C:15]=4[CH:20]=3)[O:11][CH2:10]2)[C:4]2[C:9](=[CH:8][CH:7]=[CH:6][CH:5]=2)[N:1]1[CH2:24][C:25]1[C:26]([C:27]([O:29][CH2:30][CH3:31])=[O:28])=[CH:32][CH:33]=[CH:34][N:35]=1. The yield is 0.790. (2) The reactants are Cl.Cl.O.[NH2:4][CH2:5][C:6]1[C:7](=[O:12])[NH:8][NH:9][C:10]=1[CH3:11].C(Cl)Cl.CCN(C(C)C)C(C)C.[CH3:25][C:26]([O:29][C:30](O[C:30]([O:29][C:26]([CH3:28])([CH3:27])[CH3:25])=[O:31])=[O:31])([CH3:28])[CH3:27]. The catalyst is CO. The product is [CH3:11][C:10]1[NH:9][NH:8][C:7](=[O:12])[C:6]=1[CH2:5][NH:4][C:30](=[O:31])[O:29][C:26]([CH3:28])([CH3:27])[CH3:25]. The yield is 0.360. (3) The reactants are [CH3:1][O:2][C:3]1[N:8]=[CH:7][C:6]([NH:9][C:10]2[C:15]([C:16]3[N:24]=[C:23]([CH3:25])[N:22]=[C:21]4[C:17]=3[N:18]=[CH:19][N:20]4C3CCCCO3)=[CH:14][C:13]([CH2:32][C:33]3[CH:38]=[CH:37][C:36]([S:39]([CH3:42])(=[O:41])=[O:40])=[CH:35][CH:34]=3)=[CH:12][N:11]=2)=[CH:5][CH:4]=1.[ClH:43]. The catalyst is O. The product is [ClH:43].[CH3:1][O:2][C:3]1[N:8]=[CH:7][C:6]([NH:9][C:10]2[C:15]([C:16]3[N:24]=[C:23]([CH3:25])[N:22]=[C:21]4[C:17]=3[N:18]=[CH:19][NH:20]4)=[CH:14][C:13]([CH2:32][C:33]3[CH:38]=[CH:37][C:36]([S:39]([CH3:42])(=[O:41])=[O:40])=[CH:35][CH:34]=3)=[CH:12][N:11]=2)=[CH:5][CH:4]=1. The yield is 0.870. (4) The catalyst is C(#N)C. The reactants are Br[CH2:2][CH2:3][C:4]1[CH:5]=[CH:6][C:7]2[O:11][CH2:10][CH2:9][C:8]=2[CH:12]=1.[C:13]1([C:19]([C:28]2[CH:33]=[CH:32][CH:31]=[CH:30][CH:29]=2)([C@@H:23]2[CH2:27][CH2:26][NH:25][CH2:24]2)[C:20]([NH2:22])=[O:21])[CH:18]=[CH:17][CH:16]=[CH:15][CH:14]=1.C(=O)([O-])[O-].[K+].[K+]. The yield is 0.0900. The product is [O:11]1[C:7]2[CH:6]=[CH:5][C:4]([CH2:3][CH2:2][N:25]3[CH2:26][CH2:27][C@@H:23]([C:19]([C:28]4[CH:33]=[CH:32][CH:31]=[CH:30][CH:29]=4)([C:13]4[CH:14]=[CH:15][CH:16]=[CH:17][CH:18]=4)[C:20]([NH2:22])=[O:21])[CH2:24]3)=[CH:12][C:8]=2[CH2:9][CH2:10]1.